From a dataset of Experimentally validated miRNA-target interactions with 360,000+ pairs, plus equal number of negative samples. Binary Classification. Given a miRNA mature sequence and a target amino acid sequence, predict their likelihood of interaction. (1) The miRNA is rno-miR-29b-1-5p with sequence UUUCAUAUGGUGGUUUAGAUUU. The protein sequence of the target gene is MSRHTDLVRSFLEQLEARDYREGAILAREFSDIKARSVAWKSEGVCSTKAGSRLGNTNKNRYKDVVAYDETRVILSLLQEEGHGDYINANFIRGIDGSQAYIATQGPLPHTLLDFWRLVWEFGVKVILMACQETENGRRKCERYWAREQEPLKAGPFCITLTKETTLNADITLRTLQVTFQKEFRSVHQLQYMSWPDHGVPSSSDHILTMVEEARCLQGLGPGPLCVHCSAGCGRTGVLCAVDYVRQLLLTQTIPPNFSLFQVVLEMRKQRPAAVQTEEQYRFLYHTVAQLFSRTLQDTS.... Result: 0 (no interaction). (2) The miRNA is mmu-miR-467h with sequence AUAAGUGUGUGCAUGUAUAUGU. The protein sequence of the target gene is MELGSCFKTYEDFKECFSAYKRENRCSFILRDCVSVRFHNLNHGTSIREDILYVQVKFVCIRTQSNRKRTREADMCPAYLLLRYNERLDRLFISELNTQHIHGDSKVASPGGDTTGKSQKTMCLQRLQPVQPTTKKDLDTAEKSLVEPSFCLDKVQVSSKPEQEGITPSDLAKIAKVMKNFLKVDEGSMASFSVGDSQHLDRLSFQSSKMTDLFIRFPENLLLHRVENTQGHILYAFLVENKERESRVVHFAVLKAETVTSVAKMLSIFTEFNSDWPKVKVVFVDPSFHYRAILQEIFPA.... Result: 0 (no interaction). (3) The miRNA is hsa-miR-6814-5p with sequence UCCCAAGGGUGAGAUGCUGCCA. The protein sequence of the target gene is MLLLLLPLLWGRERAEGQTSKLLTMQSSVTVQEGLCVHVPCSFSYPSHGWIYPGPVVHGYWFREGANTDQDAPVATNNPARAVWEETRDRFHLLGDPHTKNCTLSIRDARRSDAGRYFFRMEKGSIKWNYKHHRLSVNVTALTHRPNILIPGTLESGCPQNLTCSVPWACEQGTPPMISWIGTSVSPLDPSTTRSSVLTLIPQPQDHGTSLTCQVTFPGASVTTNKTVHLNVSYPPQNLTMTVFQGDGTVSTVLGNGSSLSLPEGQSLRLVCAVDAVDSNPPARLSLSWRGLTLCPSQPS.... Result: 1 (interaction). (4) The miRNA is hsa-miR-378i with sequence ACUGGACUAGGAGUCAGAAGG. The protein sequence of the target gene is MQRMIQQFAAEYTSKNSSTQDPSQPNSTKNQSLPKASPVTTSPTAATTQNPVLSKLLMADQDSPLDLTVRKSQSEPSEQDGVLDLSTKKSPCAGSTSLSHSPGCSSTQGNGRPGRPSQYRPDGLRSGDGVPPRSLQDGTREGFGHSTSLKVPLARSLQISEELLSRNQLSTAASLGPSGLQNHGQHLILSREASWAKPHYEFNLSRMKFRGNGALSNISDLPFLAENSAFPKMALQAKQDGKKDVSHSSPVDLKIPQVRGMDLSWESRTGDQYSYSSLVMGSQTESALSKKLRAILPKQS.... Result: 0 (no interaction). (5) The miRNA is hsa-miR-4800-5p with sequence AGUGGACCGAGGAAGGAAGGA. The protein sequence of the target gene is MAGRGWGALWVCVAAATLLHAGGLARADCWLIEGDKGFVWLAICSQNQPPYEAIPQQINSTIVDLRLNENRIRSVQYASLSRFGNLTYLNLTKNEIGYIEDGAFSGQFNLQVLQLGYNRLRNLTEGMLRGLGKLEYLYLQANLIEVVMASSFWECPNIVNIDLSMNRIQQLNSGTFAGLAKLSVCELYSNPFYCSCELLGFLRWLAAFTNATQTYDRMQCESPPVYSGYYLLGQGRRGHRSILSKLQSVCTEDSYAAEVVGPPRPASGRSQPGRSPPPPPPPEPSDMPCADDECFSGDGT.... Result: 1 (interaction).